Task: Predict the reaction yield, written as a fraction of the theoretical maximum amount of product (1.0 means a 100% yield; for example, 0.34 means a 34% yield).. Dataset: Reaction yield outcomes from USPTO patents with 853,638 reactions (1) The reactants are [CH2:1]([C:4]1([S:7](Cl)(=[O:9])=[O:8])[CH2:6][CH2:5]1)[CH:2]=[CH2:3].[F:11][C:12]1[C:17]([F:18])=[C:16]([NH:19][C:20]2[CH:25]=[CH:24][C:23]([I:26])=[CH:22][C:21]=2[F:27])[C:15]([NH2:28])=[C:14]([O:29][CH2:30][CH2:31][O:32][CH3:33])[CH:13]=1. No catalyst specified. The product is [CH2:1]([C:4]1([S:7]([NH:28][C:15]2[C:14]([O:29][CH2:30][CH2:31][O:32][CH3:33])=[CH:13][C:12]([F:11])=[C:17]([F:18])[C:16]=2[NH:19][C:20]2[CH:25]=[CH:24][C:23]([I:26])=[CH:22][C:21]=2[F:27])(=[O:9])=[O:8])[CH2:6][CH2:5]1)[CH:2]=[CH2:3]. The yield is 0.780. (2) The reactants are [Br:1][C:2]1[CH:7]=[CH:6][C:5]([C@@H:8]([NH:10][CH2:11][CH2:12][C@:13]([C:18]2[CH:23]=[CH:22][C:21]([F:24])=[CH:20][CH:19]=2)([NH2:17])[CH2:14][CH:15]=[CH2:16])[CH3:9])=[CH:4][CH:3]=1.CCN(CC)CC.Cl[C:33](Cl)([O:35]C(=O)OC(Cl)(Cl)Cl)Cl. The catalyst is C(Cl)Cl. The product is [CH2:14]([C@:13]1([C:18]2[CH:19]=[CH:20][C:21]([F:24])=[CH:22][CH:23]=2)[CH2:12][CH2:11][N:10]([C@H:8]([C:5]2[CH:6]=[CH:7][C:2]([Br:1])=[CH:3][CH:4]=2)[CH3:9])[C:33](=[O:35])[NH:17]1)[CH:15]=[CH2:16]. The yield is 0.0800. (3) The reactants are [Cl:1][C:2]1[CH:8]=[C:7]([O:9][C:10]2[C:19]3[C:14](=[CH:15][C:16]([O:22][CH3:23])=[C:17]([O:20][CH3:21])[CH:18]=3)[N:13]=[CH:12][N:11]=2)[CH:6]=[CH:5][C:3]=1[NH2:4].ClC(Cl)(O[C:28](=[O:34])[O:29][C:30](Cl)(Cl)Cl)Cl.[Cl:36][C:37]1[CH:42]=[CH:41][CH:40]=[CH:39][C:38]=1CO.C(=O)(O)[O-].[Na+]. The catalyst is C(Cl)Cl.C(N(CC)CC)C.C1(C)C=CC=CC=1. The product is [Cl:1][C:2]1[CH:8]=[C:7]([O:9][C:10]2[C:19]3[C:14](=[CH:15][C:16]([O:22][CH3:23])=[C:17]([O:20][CH3:21])[CH:18]=3)[N:13]=[CH:12][N:11]=2)[CH:6]=[CH:5][C:3]=1[NH:4][C:28](=[O:34])[O:29][CH2:30][C:38]1[CH:39]=[CH:40][CH:41]=[CH:42][C:37]=1[Cl:36]. The yield is 0.930. (4) The reactants are C([O-])(=O)C.[Na+].[OH:6][C:7]1[C:12]([C:13]#[N:14])=[C:11]([C:15]([F:18])([F:17])[F:16])[CH:10]=[C:9]([CH3:19])[N:8]=1. The catalyst is [Pd].[Pt](=O)=O.C(O)(=O)C. The product is [NH2:14][CH2:13][C:12]1[C:7](=[O:6])[NH:8][C:9]([CH3:19])=[CH:10][C:11]=1[C:15]([F:16])([F:17])[F:18]. The yield is 0.400. (5) The reactants are I[C:2]1[CH:3]=[C:4]2[C:9](=[CH:10][CH:11]=1)[O:8][C@@H:7]([CH2:12][O:13][Si:14]([C:17]([CH3:20])([CH3:19])[CH3:18])([CH3:16])[CH3:15])[CH2:6][CH2:5]2.C(N(CC)CC)C.[CH3:28][C:29]1([CH3:36])[C:33]([CH3:35])([CH3:34])[O:32][BH:31][O:30]1. The catalyst is O1CCOCC1.C1C=CC(P(C2C=CC=CC=2)[C-]2C=CC=C2)=CC=1.C1C=CC(P(C2C=CC=CC=2)[C-]2C=CC=C2)=CC=1.Cl[Pd]Cl.[Fe+2]. The product is [CH3:28][C:29]1([CH3:36])[C:33]([CH3:35])([CH3:34])[O:32][B:31]([C:2]2[CH:3]=[C:4]3[C:9](=[CH:10][CH:11]=2)[O:8][C@@H:7]([CH2:12][O:13][Si:14]([C:17]([CH3:20])([CH3:19])[CH3:18])([CH3:16])[CH3:15])[CH2:6][CH2:5]3)[O:30]1. The yield is 0.940.